This data is from Merck oncology drug combination screen with 23,052 pairs across 39 cell lines. The task is: Regression. Given two drug SMILES strings and cell line genomic features, predict the synergy score measuring deviation from expected non-interaction effect. (1) Drug 1: O=C(CCCCCCC(=O)Nc1ccccc1)NO. Drug 2: Cn1cc(-c2cnn3c(N)c(Br)c(C4CCCNC4)nc23)cn1. Cell line: KPL1. Synergy scores: synergy=-4.20. (2) Drug 1: COc1cc(C2c3cc4c(cc3C(OC3OC5COC(C)OC5C(O)C3O)C3COC(=O)C23)OCO4)cc(OC)c1O. Drug 2: CC1(c2nc3c(C(N)=O)cccc3[nH]2)CCCN1. Cell line: RPMI7951. Synergy scores: synergy=-3.84. (3) Drug 1: C=CCn1c(=O)c2cnc(Nc3ccc(N4CCN(C)CC4)cc3)nc2n1-c1cccc(C(C)(C)O)n1. Drug 2: CS(=O)(=O)CCNCc1ccc(-c2ccc3ncnc(Nc4ccc(OCc5cccc(F)c5)c(Cl)c4)c3c2)o1. Cell line: SKOV3. Synergy scores: synergy=19.2. (4) Drug 1: NC(=O)c1cccc2cn(-c3ccc(C4CCCNC4)cc3)nc12. Drug 2: CCc1c2c(nc3ccc(O)cc13)-c1cc3c(c(=O)n1C2)COC(=O)C3(O)CC. Cell line: A427. Synergy scores: synergy=21.5. (5) Drug 1: CC1(c2nc3c(C(N)=O)cccc3[nH]2)CCCN1. Drug 2: COC1CC2CCC(C)C(O)(O2)C(=O)C(=O)N2CCCCC2C(=O)OC(C(C)CC2CCC(OP(C)(C)=O)C(OC)C2)CC(=O)C(C)C=C(C)C(O)C(OC)C(=O)C(C)CC(C)C=CC=CC=C1C. Cell line: VCAP. Synergy scores: synergy=-2.57. (6) Drug 1: Nc1ccn(C2OC(CO)C(O)C2(F)F)c(=O)n1. Drug 2: COC1=C2CC(C)CC(OC)C(O)C(C)C=C(C)C(OC(N)=O)C(OC)C=CC=C(C)C(=O)NC(=CC1=O)C2=O. Cell line: MDAMB436. Synergy scores: synergy=2.59.